Dataset: Full USPTO retrosynthesis dataset with 1.9M reactions from patents (1976-2016). Task: Predict the reactants needed to synthesize the given product. (1) The reactants are: CS[C:3]1[CH:8]=[CH:7][C:6]([NH:9][C:10]2[N:15]=[C:14]([N:16]3[C:25]4[CH:24]=[CH:23][CH:22]=[C:21]([OH:26])[C:20]=4[CH2:19][CH2:18][CH2:17]3)[CH:13]=[CH:12][N:11]=2)=[CH:5][CH:4]=1.Cl[C:28]1C=CC=C(C(OO)=O)C=1.[O-:38][S:39]([O-:41])=O.[Na+].[Na+]. Given the product [CH3:28][S:39]([C:3]1[CH:8]=[CH:7][C:6]([NH:9][C:10]2[N:15]=[C:14]([N:16]3[C:25]4[CH:24]=[CH:23][CH:22]=[C:21]([OH:26])[C:20]=4[CH2:19][CH2:18][CH2:17]3)[CH:13]=[CH:12][N:11]=2)=[CH:5][CH:4]=1)(=[O:41])=[O:38], predict the reactants needed to synthesize it. (2) The reactants are: [Cl:1][C:2]1[CH:11]=[C:10]([F:12])[C:9]([N+:13]([O-])=O)=[CH:8][C:3]=1[NH:4][C:5](=[O:7])[CH3:6]. Given the product [NH2:13][C:9]1[C:10]([F:12])=[CH:11][C:2]([Cl:1])=[C:3]([CH:8]=1)[NH:4][C:5](=[O:7])[CH3:6], predict the reactants needed to synthesize it. (3) Given the product [Cl:1][C:2]1[C:3]([NH:11][CH3:12])=[N:4][CH:5]=[C:6]([NH2:8])[CH:7]=1, predict the reactants needed to synthesize it. The reactants are: [Cl:1][C:2]1[C:3]([NH:11][CH3:12])=[N:4][CH:5]=[C:6]([N+:8]([O-])=O)[CH:7]=1.C(O)(=O)C.[OH-].[Na+]. (4) Given the product [C:1]([C:5]1[CH:10]=[CH:9][C:8]([C:11]2[N:12]([C:32]([N:48]3[CH2:47][CH2:46][N:45]([CH2:44][CH:40]4[CH2:41][CH2:42][CH2:43][O:39]4)[CH2:50][CH2:49]3)=[O:33])[C@@:13]([C:25]3[CH:30]=[CH:29][C:28]([Cl:31])=[CH:27][CH:26]=3)([CH3:24])[C@@:14]([C:17]3[CH:18]=[CH:19][C:20]([Cl:23])=[CH:21][CH:22]=3)([CH3:16])[N:15]=2)=[C:7]([O:35][CH:36]([CH3:38])[CH3:37])[CH:6]=1)([CH3:2])([CH3:3])[CH3:4], predict the reactants needed to synthesize it. The reactants are: [C:1]([C:5]1[CH:10]=[CH:9][C:8]([C:11]2[N:12]([C:32](Cl)=[O:33])[C:13]([C:25]3[CH:30]=[CH:29][C:28]([Cl:31])=[CH:27][CH:26]=3)([CH3:24])[C:14]([C:17]3[CH:22]=[CH:21][C:20]([Cl:23])=[CH:19][CH:18]=3)([CH3:16])[N:15]=2)=[C:7]([O:35][CH:36]([CH3:38])[CH3:37])[CH:6]=1)([CH3:4])([CH3:3])[CH3:2].[O:39]1[CH2:43][CH2:42][CH2:41][CH:40]1[CH2:44][N:45]1[CH2:50][CH2:49][NH:48][CH2:47][CH2:46]1. (5) Given the product [N+:1]([C:4]1[CH:5]=[CH:6][C:7]([C:8]([O:10][CH2:11][C@H:12]([OH:13])[C:17]([CH3:18])([CH3:19])[CH2:16][OH:15])=[O:9])=[CH:28][CH:29]=1)([O-:3])=[O:2], predict the reactants needed to synthesize it. The reactants are: [N+:1]([C:4]1[CH:29]=[CH:28][C:7]([C:8]([O:10][CH2:11][C@H:12]2[C:17]([CH3:19])([CH3:18])[CH2:16][O:15][C@@H](C3C=CC(OC)=CC=3)[O:13]2)=[O:9])=[CH:6][CH:5]=1)([O-:3])=[O:2]. (6) Given the product [OH:16][C@H:15]([CH2:17][N:29]1[CH2:33][CH2:32][CH2:31][CH2:30]1)[CH2:14][O:13][C:12]1[CH:11]=[C:10]2[C:5]([C:6]([O:18][C:19]3[CH:20]=[C:21]4[C:25](=[CH:26][CH:27]=3)[NH:24][C:23]([CH3:28])=[CH:22]4)=[N:7][CH:8]=[N:9]2)=[CH:4][C:3]=1[O:2][CH3:1], predict the reactants needed to synthesize it. The reactants are: [CH3:1][O:2][C:3]1[CH:4]=[C:5]2[C:10](=[CH:11][C:12]=1[O:13][CH2:14][C@H:15]1[CH2:17][O:16]1)[N:9]=[CH:8][N:7]=[C:6]2[O:18][C:19]1[CH:20]=[C:21]2[C:25](=[CH:26][CH:27]=1)[NH:24][C:23]([CH3:28])=[CH:22]2.[NH:29]1[CH2:33][CH2:32][CH2:31][CH2:30]1. (7) Given the product [Si:1]([O:8][CH2:9][C:10]1[CH:11]=[CH:12][C:13]([Cl:17])=[C:14]([NH:15][C:28](=[O:29])[O:30][C:31]([CH3:34])([CH3:33])[CH3:32])[CH:16]=1)([C:4]([CH3:7])([CH3:6])[CH3:5])([CH3:3])[CH3:2], predict the reactants needed to synthesize it. The reactants are: [Si:1]([O:8][CH2:9][C:10]1[CH:11]=[CH:12][C:13]([Cl:17])=[C:14]([CH:16]=1)[NH2:15])([C:4]([CH3:7])([CH3:6])[CH3:5])([CH3:3])[CH3:2].C[Si]([N-][Si](C)(C)C)(C)C.[Na+].[C:28](O[C:28]([O:30][C:31]([CH3:34])([CH3:33])[CH3:32])=[O:29])([O:30][C:31]([CH3:34])([CH3:33])[CH3:32])=[O:29]. (8) Given the product [Br:1][C:2]1[CH:3]=[C:4]2[C:9](=[CH:10][CH:11]=1)[N:8]=[C:7]([N:13]1[CH2:18][CH2:17][NH:16][CH2:15][CH2:14]1)[CH:6]=[CH:5]2, predict the reactants needed to synthesize it. The reactants are: [Br:1][C:2]1[CH:3]=[C:4]2[C:9](=[CH:10][CH:11]=1)[N:8]=[C:7](Cl)[CH:6]=[CH:5]2.[NH:13]1[CH2:18][CH2:17][NH:16][CH2:15][CH2:14]1. (9) Given the product [CH3:9][C:4]1[C:3]([CH:2]=[O:1])=[CH:8][CH:7]=[CH:6][N:5]=1, predict the reactants needed to synthesize it. The reactants are: [OH:1][CH2:2][C:3]1[C:4]([CH3:9])=[N:5][CH:6]=[CH:7][CH:8]=1. (10) The reactants are: [Cl:1][C:2]1[C:7]([OH:8])=[C:6]([CH:9]=[CH2:10])[CH:5]=[C:4]([CH2:11][OH:12])[N:3]=1.[H-].[Na+].[CH2:15](Br)[CH:16]=[CH2:17]. Given the product [CH2:17]([O:8][C:7]1[C:6]([CH:9]=[CH2:10])=[CH:5][C:4]([CH2:11][OH:12])=[N:3][C:2]=1[Cl:1])[CH:16]=[CH2:15], predict the reactants needed to synthesize it.